Task: Predict the reactants needed to synthesize the given product.. Dataset: Full USPTO retrosynthesis dataset with 1.9M reactions from patents (1976-2016) Given the product [Br:1][C:2]1[CH:3]=[C:4]([N:9]2[C:23](=[O:24])[O:12][N:11]=[C:10]2[C:13]2[C:17]([NH:18][CH2:19][CH2:20][O:21][CH3:22])=[N:16][O:15][N:14]=2)[CH:5]=[CH:6][C:7]=1[F:8], predict the reactants needed to synthesize it. The reactants are: [Br:1][C:2]1[CH:3]=[C:4]([NH:9][C:10]([C:13]2[C:17]([NH:18][CH2:19][CH2:20][O:21][CH3:22])=[N:16][O:15][N:14]=2)=[N:11][OH:12])[CH:5]=[CH:6][C:7]=1[F:8].[C:23](N1C=CN=C1)(N1C=CN=C1)=[O:24].